Dataset: Reaction yield outcomes from USPTO patents with 853,638 reactions. Task: Predict the reaction yield, written as a fraction of the theoretical maximum amount of product (1.0 means a 100% yield; for example, 0.34 means a 34% yield). The reactants are [CH3:1][O:2][C:3]([C:5]1[C:6]2[CH:7]=[N:8][NH:9][C:10]=2[CH:11]=[CH:12][CH:13]=1)=[O:4].[CH3:14][C:15]1[N:16]=[CH:17][C:18]([CH2:21]OS(C)(=O)=O)=[N:19][CH:20]=1. No catalyst specified. The product is [CH3:1][O:2][C:3]([C:5]1[C:6]2[C:10]([CH:11]=[CH:12][CH:13]=1)=[N:9][N:8]([CH2:14][C:15]1[CH:20]=[N:19][C:18]([CH3:21])=[CH:17][N:16]=1)[CH:7]=2)=[O:4]. The yield is 0.200.